Dataset: Forward reaction prediction with 1.9M reactions from USPTO patents (1976-2016). Task: Predict the product of the given reaction. Given the reactants [F:1][C:2]1[C:7]([N+:8]([O-:10])=[O:9])=[CH:6][C:5]([NH:11][CH:12]2[CH2:17][CH2:16][N:15]([C:18]([O:20][C:21]([CH3:24])([CH3:23])[CH3:22])=[O:19])[CH2:14][CH2:13]2)=[C:4]([S:25][CH2:26][CH2:27]I)[CH:3]=1.C(=O)([O-])[O-].[K+].[K+], predict the reaction product. The product is: [F:1][C:2]1[C:7]([N+:8]([O-:10])=[O:9])=[CH:6][C:5]2[N:11]([CH:12]3[CH2:17][CH2:16][N:15]([C:18]([O:20][C:21]([CH3:24])([CH3:23])[CH3:22])=[O:19])[CH2:14][CH2:13]3)[CH2:27][CH2:26][S:25][C:4]=2[CH:3]=1.